Dataset: Reaction yield outcomes from USPTO patents with 853,638 reactions. Task: Predict the reaction yield, written as a fraction of the theoretical maximum amount of product (1.0 means a 100% yield; for example, 0.34 means a 34% yield). (1) The reactants are [CH3:1][C:2]1[CH:7]=[C:6]([CH3:8])[NH:5][C:4](=O)[C:3]=1[N+:10]([O-:12])=[O:11].P(Cl)(Cl)([Cl:15])=O. No catalyst specified. The product is [Cl:15][C:4]1[C:3]([N+:10]([O-:12])=[O:11])=[C:2]([CH3:1])[CH:7]=[C:6]([CH3:8])[N:5]=1. The yield is 0.900. (2) The reactants are [Cl-].[CH3:2][O:3]C[P+](C1C=CC=CC=1)(C1C=CC=CC=1)C1C=CC=CC=1.[H-].[Na+].[F:26][C:27]1[CH:28]=[CH:29][C:30]([O:35][CH3:36])=[C:31]([CH:34]=1)[CH:32]=O.[Cl-].[NH4+].OS(O)(=O)=O. The catalyst is C1COCC1.CC(C)=O. The product is [F:26][C:27]1[CH:28]=[CH:29][C:30]([O:35][CH3:36])=[C:31]([CH2:32][CH:2]=[O:3])[CH:34]=1. The yield is 0.660.